Dataset: TCR-epitope binding with 47,182 pairs between 192 epitopes and 23,139 TCRs. Task: Binary Classification. Given a T-cell receptor sequence (or CDR3 region) and an epitope sequence, predict whether binding occurs between them. (1) The epitope is GPGHKARVL. Result: 0 (the TCR does not bind to the epitope). The TCR CDR3 sequence is CASSPSGRYEQYF. (2) Result: 1 (the TCR binds to the epitope). The epitope is FLNGSCGSV. The TCR CDR3 sequence is CASSLLAGGDTDTQYF. (3) The TCR CDR3 sequence is CASSIPPGYYNEQFF. Result: 1 (the TCR binds to the epitope). The epitope is NLVPMVATV. (4) The epitope is KLNVGDYFV. The TCR CDR3 sequence is CASSKTSGRDTSVNEQFF. Result: 1 (the TCR binds to the epitope). (5) The epitope is KLNVGDYFV. The TCR CDR3 sequence is CASSLESGAFSDTQYF. Result: 1 (the TCR binds to the epitope). (6) The epitope is FTISVTTEIL. The TCR CDR3 sequence is CSARGLHAPNYGYTF. Result: 0 (the TCR does not bind to the epitope). (7) The epitope is EHPTFTSQYRIQGKL. The TCR CDR3 sequence is CASSQLGTAPDSGANVLTF. Result: 0 (the TCR does not bind to the epitope). (8) The epitope is FLNRFTTTL. The TCR CDR3 sequence is CASSEYNPGVYGYTF. Result: 1 (the TCR binds to the epitope). (9) The epitope is TPQDLNTML. The TCR CDR3 sequence is CASSLGGERRWAFF. Result: 1 (the TCR binds to the epitope).